Predict the reaction yield, written as a fraction of the theoretical maximum amount of product (1.0 means a 100% yield; for example, 0.34 means a 34% yield). From a dataset of Reaction yield outcomes from USPTO patents with 853,638 reactions. (1) The reactants are [CH3:1][O:2][C:3]1[C:4](NC(=O)C(C)(C)C)=[C:5]([CH:9]=[CH:10][CH:11]=1)[C:6]([OH:8])=[O:7].Cl.N([O-])=O.[Na+].[I-:24].[K+]. The catalyst is O. The product is [I:24][C:4]1[C:3]([O:2][CH3:1])=[CH:11][CH:10]=[CH:9][C:5]=1[C:6]([OH:8])=[O:7]. The yield is 0.580. (2) The reactants are [F:1][C:2]1[CH:7]=[CH:6][C:5]([C:8]2[N:12]([CH3:13])[N:11]=[CH:10][C:9]=2/[CH:14]=[CH:15]/[C:16]([NH:18][C:19]2[CH:24]=[CH:23][C:22]([CH2:25][S:26][CH3:27])=[CH:21][CH:20]=2)=[O:17])=[CH:4][CH:3]=1.ClC1C=CC=C(C(OO)=[O:36])C=1.S([O-])([O-])=O.[Na+].[Na+]. The catalyst is O1CCCC1. The product is [F:1][C:2]1[CH:7]=[CH:6][C:5]([C:8]2[N:12]([CH3:13])[N:11]=[CH:10][C:9]=2/[CH:14]=[CH:15]/[C:16]([NH:18][C:19]2[CH:20]=[CH:21][C:22]([CH2:25][S:26]([CH3:27])=[O:36])=[CH:23][CH:24]=2)=[O:17])=[CH:4][CH:3]=1. The yield is 0.540. (3) The reactants are [CH3:1][C:2]1[C:3]([C:12]([O:14]CC)=O)=[C:4]([NH:8][C:9]([NH2:11])=[S:10])[S:5][C:6]=1[CH3:7].[OH-].[Na+].CC(O)=O. The yield is 0.240. The product is [CH3:1][C:2]1[C:3]2[C:12](=[O:14])[NH:11][C:9](=[S:10])[NH:8][C:4]=2[S:5][C:6]=1[CH3:7]. The catalyst is CCO. (4) The yield is 0.910. The catalyst is C(Cl)Cl. The product is [CH2:1]([C@H:8]1[CH2:9][N:10]([C:14]2[CH:19]=[CH:18][C:17]([O:20][CH3:21])=[C:16]([O:22][CH:23]3[CH2:27][CH2:26][CH2:25][CH2:24]3)[CH:15]=2)[CH2:11][CH2:12][N:13]1[CH3:30])[C:2]1[CH:3]=[CH:4][CH:5]=[CH:6][CH:7]=1. The reactants are [CH2:1]([C@@H:8]1[NH:13][CH2:12][CH2:11][N:10]([C:14]2[CH:19]=[CH:18][C:17]([O:20][CH3:21])=[C:16]([O:22][CH:23]3[CH2:27][CH2:26][CH2:25][CH2:24]3)[CH:15]=2)[CH2:9]1)[C:2]1[CH:7]=[CH:6][CH:5]=[CH:4][CH:3]=1.C=O.[C:30](O[BH-](OC(=O)C)OC(=O)C)(=O)C.[Na+]. (5) The reactants are [Cl:1][C:2]1[C:7]([N:8]=[C:9]2[CH2:14][CH2:13][CH2:12][CH2:11][S:10]2=[O:15])=[C:6]([O:16][CH3:17])[CH:5]=[CH:4][C:3]=1[C:18]([C:20]1[CH:21]=[N:22][N:23]([CH3:26])[C:24]=1[OH:25])=[O:19].C(=O)([O-])[O-].[K+].[K+].[CH:33]1[C:42]2[C:37](=[CH:38][CH:39]=[CH:40][CH:41]=2)[CH:36]=[CH:35][C:34]=1[CH2:43]Br.O. The product is [Cl:1][C:2]1[C:7]([N:8]=[C:9]2[CH2:14][CH2:13][CH2:12][CH2:11][S:10]2=[O:15])=[C:6]([O:16][CH3:17])[CH:5]=[CH:4][C:3]=1[C:18]([C:20]1[CH:21]=[N:22][N:23]([CH3:26])[C:24]=1[O:25][CH2:43][C:34]1[CH:35]=[CH:36][C:37]2[C:42](=[CH:41][CH:40]=[CH:39][CH:38]=2)[CH:33]=1)=[O:19]. The yield is 0.410. The catalyst is CN(C)C=O.C(OCC)(=O)C. (6) The reactants are Cl[C:2]1[CH:7]=[C:6]([CH3:8])[N:5]=[CH:4][N:3]=1.[C:9]1(B(O)O)[CH:14]=[CH:13][CH:12]=[CH:11][CH:10]=1.C(=O)([O-])[O-].[Na+].[Na+]. The catalyst is C1C=CC(P(C2C=CC=CC=2)C2C=CC=CC=2)=CC=1.C1C=CC(P(C2C=CC=CC=2)C2C=CC=CC=2)=CC=1.Cl[Pd]Cl.ClCCl.O.C(#N)C. The product is [CH3:8][C:6]1[CH:7]=[C:2]([C:9]2[CH:14]=[CH:13][CH:12]=[CH:11][CH:10]=2)[N:3]=[CH:4][N:5]=1. The yield is 0.460. (7) The reactants are [CH3:1][C:2]1[N:6]([CH2:7][C:8]2[C:17]3[C:12](=[CH:13][CH:14]=[CH:15][CH:16]=3)[CH:11]=[CH:10][CH:9]=2)[C:5]2[CH:18]=[C:19]([N:23]3[CH2:28][CH2:27][O:26][CH2:25][CH2:24]3)[CH:20]=[C:21]([NH2:22])[C:4]=2[N:3]=1.CCN(CC)CC.[CH3:36][S:37](Cl)(=[O:39])=[O:38]. The catalyst is C(Cl)Cl. The product is [CH3:1][C:2]1[N:6]([CH2:7][C:8]2[C:17]3[C:12](=[CH:13][CH:14]=[CH:15][CH:16]=3)[CH:11]=[CH:10][CH:9]=2)[C:5]2[CH:18]=[C:19]([N:23]3[CH2:28][CH2:27][O:26][CH2:25][CH2:24]3)[CH:20]=[C:21]([NH:22][S:37]([CH3:36])(=[O:39])=[O:38])[C:4]=2[N:3]=1. The yield is 0.800.